Dataset: Peptide-MHC class I binding affinity with 185,985 pairs from IEDB/IMGT. Task: Regression. Given a peptide amino acid sequence and an MHC pseudo amino acid sequence, predict their binding affinity value. This is MHC class I binding data. The peptide sequence is AMLDRILHH. The MHC is HLA-B15:01 with pseudo-sequence HLA-B15:01. The binding affinity (normalized) is 0.194.